Dataset: Full USPTO retrosynthesis dataset with 1.9M reactions from patents (1976-2016). Task: Predict the reactants needed to synthesize the given product. (1) Given the product [Si:13]([O:30][CH2:31][C@H:32]1[CH2:36][CH2:35][C@H:34]([OH:37])[C@@H:33]1[CH2:38][CH2:39][CH2:40][CH2:41][CH2:42][CH:43]([Se:54][C:48]1[CH:53]=[CH:52][CH:51]=[CH:50][CH:49]=1)[C:44]([O:46][CH3:47])=[O:45])([C:26]([CH3:29])([CH3:28])[CH3:27])([C:20]1[CH:25]=[CH:24][CH:23]=[CH:22][CH:21]=1)[C:14]1[CH:19]=[CH:18][CH:17]=[CH:16][CH:15]=1, predict the reactants needed to synthesize it. The reactants are: C(NC(C)C)(C)C.C([Li])CCC.[Si:13]([O:30][CH2:31][C@H:32]1[CH2:36][CH2:35][C@H:34]([OH:37])[C@@H:33]1[CH2:38][CH2:39][CH2:40][CH2:41][CH2:42][CH2:43][C:44]([O:46][CH3:47])=[O:45])([C:26]([CH3:29])([CH3:28])[CH3:27])([C:20]1[CH:25]=[CH:24][CH:23]=[CH:22][CH:21]=1)[C:14]1[CH:19]=[CH:18][CH:17]=[CH:16][CH:15]=1.[C:48]1([Se:54][Se:54][C:48]2[CH:53]=[CH:52][CH:51]=[CH:50][CH:49]=2)[CH:53]=[CH:52][CH:51]=[CH:50][CH:49]=1.[Cl-].[NH4+]. (2) Given the product [Cl:13][CH2:14][CH2:15][CH2:16][C:17]([N:3]([O:4][CH3:5])[CH3:2])=[O:18], predict the reactants needed to synthesize it. The reactants are: Cl.[CH3:2][NH:3][O:4][CH3:5].C(N(CC)CC)C.[Cl:13][CH2:14][CH2:15][CH2:16][C:17](Cl)=[O:18]. (3) Given the product [C:1]([C:3]1[CH:8]=[CH:7][C:6]([N:9]2[C:16](=[O:17])[C:12]3([CH2:15][CH2:14][CH2:13]3)[N:11]([C:18]3[CH:19]=[CH:20][C:21]([CH2:24][CH2:25][CH2:26][C:27]([NH:51][S:48]([CH3:47])(=[O:50])=[O:49])=[O:29])=[CH:22][CH:23]=3)[C:10]2=[S:30])=[CH:5][C:4]=1[C:31]([F:34])([F:32])[F:33])#[N:2], predict the reactants needed to synthesize it. The reactants are: [C:1]([C:3]1[CH:8]=[CH:7][C:6]([N:9]2[C:16](=[O:17])[C:12]3([CH2:15][CH2:14][CH2:13]3)[N:11]([C:18]3[CH:23]=[CH:22][C:21]([CH2:24][CH2:25][CH2:26][C:27]([OH:29])=O)=[CH:20][CH:19]=3)[C:10]2=[S:30])=[CH:5][C:4]=1[C:31]([F:34])([F:33])[F:32])#[N:2].ClC1C=C(Cl)C=C(Cl)C=1C(Cl)=O.[CH3:47][S:48]([NH2:51])(=[O:50])=[O:49]. (4) Given the product [NH2:18][C:10]1[O:11][C@H:12]([C:14]([F:16])([F:17])[F:15])[CH2:13][C@:8]([C:6]2[CH:7]=[C:2]([NH:1][C:31](=[O:32])[C:28]3[CH:27]=[CH:26][C:25]([O:24][CH2:23][C:22]([F:35])([F:34])[F:21])=[CH:30][N:29]=3)[CH:3]=[CH:4][C:5]=2[F:20])([CH3:19])[N:9]=1, predict the reactants needed to synthesize it. The reactants are: [NH2:1][C:2]1[CH:3]=[CH:4][C:5]([F:20])=[C:6]([C@:8]2([CH3:19])[CH2:13][C@@H:12]([C:14]([F:17])([F:16])[F:15])[O:11][C:10]([NH2:18])=[N:9]2)[CH:7]=1.[F:21][C:22]([F:35])([F:34])[CH2:23][O:24][C:25]1[CH:26]=[CH:27][C:28]([C:31](O)=[O:32])=[N:29][CH:30]=1.